This data is from Full USPTO retrosynthesis dataset with 1.9M reactions from patents (1976-2016). The task is: Predict the reactants needed to synthesize the given product. (1) Given the product [OH:4][CH:5]1[C:9]2[N:10]=[CH:11][N:12]=[C:13]([N:14]3[CH2:19][CH2:18][N:17]([C:20]([O:22][C:23]([CH3:26])([CH3:25])[CH3:24])=[O:21])[CH2:16][CH2:15]3)[C:8]=2[CH2:7][CH2:6]1, predict the reactants needed to synthesize it. The reactants are: C([O:4][CH:5]1[C:9]2[N:10]=[CH:11][N:12]=[C:13]([N:14]3[CH2:19][CH2:18][N:17]([C:20]([O:22][C:23]([CH3:26])([CH3:25])[CH3:24])=[O:21])[CH2:16][CH2:15]3)[C:8]=2[CH2:7][CH2:6]1)(=O)C.[Li+].[OH-]. (2) Given the product [CH2:34]([NH:41][CH:17]1[CH2:16][N:15]([S:12]([C:9]2[CH:8]=[CH:7][C:6]([O:5][CH2:1][CH2:2][CH2:3][CH3:4])=[CH:11][CH:10]=2)(=[O:13])=[O:14])[CH2:18]1)[C:35]1[CH:40]=[CH:39][CH:38]=[CH:37][CH:36]=1, predict the reactants needed to synthesize it. The reactants are: [CH2:1]([O:5][C:6]1[CH:11]=[CH:10][C:9]([S:12]([N:15]2[CH2:18][CH:17](OS(C3C=CC(OCCCC)=CC=3)(=O)=O)[CH2:16]2)(=[O:14])=[O:13])=[CH:8][CH:7]=1)[CH2:2][CH2:3][CH3:4].[CH2:34]([NH2:41])[C:35]1[CH:40]=[CH:39][CH:38]=[CH:37][CH:36]=1. (3) Given the product [C:26]([O:25][C:24]([NH:23][C:20]([CH3:21])([CH3:22])[CH2:19][CH2:18][N:3]1[C:7]2[CH:8]=[CH:9][C:10]([C:12]([O:14][CH2:15][CH3:16])=[O:13])=[CH:11][C:6]=2[NH:5][CH2:4]1)=[O:30])([CH3:29])([CH3:28])[CH3:27], predict the reactants needed to synthesize it. The reactants are: [H-].[Na+].[NH:3]1[C:7]2[CH:8]=[CH:9][C:10]([C:12]([O:14][CH2:15][CH3:16])=[O:13])=[CH:11][C:6]=2[N:5]=[CH:4]1.Cl[CH2:18][CH2:19][C:20]([NH:23][C:24](=[O:30])[O:25][C:26]([CH3:29])([CH3:28])[CH3:27])([CH3:22])[CH3:21]. (4) Given the product [C:1]([O:4][CH2:5][C@@H:6]1[C@@H:11]([O:12][C:13](=[O:15])[CH3:14])[CH:10]=[CH:9][C@@H:8]([C:24]2[CH:25]=[CH:26][C:21]([Cl:20])=[C:22]([OH:30])[CH:23]=2)[O:7]1)(=[O:3])[CH3:2], predict the reactants needed to synthesize it. The reactants are: [C:1]([O:4][CH2:5][C@@H:6]1[C@@H:11]([O:12][C:13](=[O:15])[CH3:14])[C@H:10](OC(=O)C)[CH:9]=[CH:8][O:7]1)(=[O:3])[CH3:2].[Cl:20][C:21]1[CH:26]=[CH:25][C:24](B(O)O)=[CH:23][C:22]=1[OH:30].